This data is from Full USPTO retrosynthesis dataset with 1.9M reactions from patents (1976-2016). The task is: Predict the reactants needed to synthesize the given product. (1) Given the product [N+:21]([C:17]1[CH:16]=[C:15]([CH:20]=[CH:19][CH:18]=1)[N:7]([C:8]1[CH:9]=[CH:10][CH:11]=[CH:12][CH:13]=1)[C:1]1[CH:6]=[CH:5][CH:4]=[CH:3][CH:2]=1)([O-:23])=[O:22], predict the reactants needed to synthesize it. The reactants are: [C:1]1([NH:7][C:8]2[CH:13]=[CH:12][CH:11]=[CH:10][CH:9]=2)[CH:6]=[CH:5][CH:4]=[CH:3][CH:2]=1.I[C:15]1[CH:20]=[CH:19][CH:18]=[C:17]([N+:21]([O-:23])=[O:22])[CH:16]=1.CC(C)([O-])C.[Na+]. (2) Given the product [CH3:5][N:6]1[C:11](=[O:12])[CH:10]=[C:9]([C:13]2[CH2:14][CH2:15][N:2]([CH3:1])[CH2:17][CH:18]=2)[C:8]([C:19]2[CH:24]=[CH:23][CH:22]=[CH:21][C:20]=2[O:25][C:26]2[CH:27]=[CH:28][CH:29]=[CH:30][CH:31]=2)=[N:7]1, predict the reactants needed to synthesize it. The reactants are: [C:1]([BH3-])#[N:2].[Na+].[CH3:5][N:6]1[C:11](=[O:12])[CH:10]=[C:9]([C:13]2[CH2:14][CH2:15]N[CH2:17][CH:18]=2)[C:8]([C:19]2[CH:24]=[CH:23][CH:22]=[CH:21][C:20]=2[O:25][C:26]2[CH:31]=[CH:30][CH:29]=[CH:28][CH:27]=2)=[N:7]1.C=O.C(O)(=O)C.C(=O)(O)[O-].[Na+]. (3) Given the product [CH2:1]([O:3][C:4]1[CH:9]=[CH:8][C:7]([C:10]2[CH:11]=[C:12]3[C:16](=[CH:17][CH:18]=2)[C:15](=[O:19])[O:14][CH2:13]3)=[C:6]([O:20][CH2:30][C:31]([CH3:35])([CH3:34])[CH2:32][OH:33])[C:5]=1[O:21][CH3:22])[CH3:2], predict the reactants needed to synthesize it. The reactants are: [CH2:1]([O:3][C:4]1[CH:9]=[CH:8][C:7]([C:10]2[CH:11]=[C:12]3[C:16](=[CH:17][CH:18]=2)[C:15](=[O:19])[O:14][CH2:13]3)=[C:6]([OH:20])[C:5]=1[O:21][CH3:22])[CH3:2].C(=O)([O-])[O-].[K+].[K+].Br[CH2:30][C:31]([CH3:35])([CH3:34])[CH2:32][OH:33]. (4) Given the product [Cl:1][C:2]1[C:3]([CH:12]=[O:13])=[N:4][CH:5]=[C:6]([O:8][CH:9]([F:11])[F:10])[CH:7]=1, predict the reactants needed to synthesize it. The reactants are: [Cl:1][C:2]1[C:3]([CH2:12][OH:13])=[N:4][CH:5]=[C:6]([O:8][CH:9]([F:11])[F:10])[CH:7]=1. (5) Given the product [ClH:1].[ClH:11].[NH2:8][N:7]1[C:3]([CH2:2][NH:24][C:25]([SH:26])=[NH:27])=[N:4][N:5]=[C:6]1[CH2:9][NH:27][C:25]([SH:26])=[NH:24], predict the reactants needed to synthesize it. The reactants are: [Cl:1][CH2:2][C:3]1[N:7]([NH2:8])[C:6]([CH2:9]Cl)=[N:5][N:4]=1.[Cl:11]CC1C(C)=C(CCl)C(C)=CC=1C.[NH2:24][C:25]([NH2:27])=[S:26].